From a dataset of Cav3 T-type calcium channel HTS with 100,875 compounds. Binary Classification. Given a drug SMILES string, predict its activity (active/inactive) in a high-throughput screening assay against a specified biological target. (1) The compound is O=C1NCC(=O)Nc2nc3n(CCC3)c12. The result is 0 (inactive). (2) The molecule is Clc1c(NN2C(=O)C(/SC2=S)=C/c2cc(OC)c(OC)c(OC)c2)ncc(c1)C(F)(F)F. The result is 0 (inactive). (3) The compound is O1CCN(CC(CCC(CN2CCOCC2)C(=O)c2ccccc2)C(=O)c2ccccc2)CC1. The result is 0 (inactive). (4) The drug is O=C1N(C(=O)C(C1Cc1ccc(cc1)C)C)c1ncccn1. The result is 0 (inactive).